Predict the reaction yield, written as a fraction of the theoretical maximum amount of product (1.0 means a 100% yield; for example, 0.34 means a 34% yield). From a dataset of Reaction yield outcomes from USPTO patents with 853,638 reactions. The reactants are [F:1][C:2]([F:12])([F:11])[C:3]1[CH:4]=[C:5]([NH:9][CH3:10])[CH:6]=[CH:7][CH:8]=1.[Cl:13][CH2:14][C:15](Cl)=[O:16].C([N+](CCCC)(CCCC)CCCC)CCC.C([O-])([O-])=O.[K+].[K+]. The catalyst is C(Cl)Cl.O. The product is [Cl:13][CH2:14][C:15]([N:9]([CH3:10])[C:5]1[CH:6]=[CH:7][CH:8]=[C:3]([C:2]([F:1])([F:11])[F:12])[CH:4]=1)=[O:16]. The yield is 0.380.